This data is from Reaction yield outcomes from USPTO patents with 853,638 reactions. The task is: Predict the reaction yield, written as a fraction of the theoretical maximum amount of product (1.0 means a 100% yield; for example, 0.34 means a 34% yield). (1) The reactants are [CH3:1][N:2]([CH3:36])[C@@H:3]1[CH2:7][CH2:6][N:5]([C:8]2[C:13]([N+:14]([O-])=O)=[CH:12][C:11]([NH:17][C:18]3[N:23]=[C:22]([C:24]4[C:32]5[C:27](=[CH:28][CH:29]=[CH:30][CH:31]=5)[N:26]([CH3:33])[CH:25]=4)[CH:21]=[CH:20][N:19]=3)=[C:10]([O:34][CH3:35])[CH:9]=2)[CH2:4]1.[NH4+].[Cl-]. The catalyst is C(O)C.O.[Fe]. The product is [CH3:36][N:2]([CH3:1])[C@@H:3]1[CH2:7][CH2:6][N:5]([C:8]2[CH:9]=[C:10]([O:34][CH3:35])[C:11]([NH:17][C:18]3[N:23]=[C:22]([C:24]4[C:32]5[C:27](=[CH:28][CH:29]=[CH:30][CH:31]=5)[N:26]([CH3:33])[CH:25]=4)[CH:21]=[CH:20][N:19]=3)=[CH:12][C:13]=2[NH2:14])[CH2:4]1. The yield is 0.830. (2) The yield is 0.130. The catalyst is CC(C)=O. The reactants are [C:1]([OH:10])(=[O:9])/[CH:2]=[CH:3]\[CH:4]=[CH:5]\[C:6]([OH:8])=[O:7].II. The product is [C:1]([OH:10])(=[O:9])/[CH:2]=[CH:3]/[CH:4]=[CH:5]/[C:6]([OH:8])=[O:7].